From a dataset of Peptide-MHC class I binding affinity with 185,985 pairs from IEDB/IMGT. Regression. Given a peptide amino acid sequence and an MHC pseudo amino acid sequence, predict their binding affinity value. This is MHC class I binding data. (1) The peptide sequence is YLGPTIRVW. The MHC is HLA-A69:01 with pseudo-sequence HLA-A69:01. The binding affinity (normalized) is 0.0847. (2) The peptide sequence is ISRDNSKNTL. The MHC is HLA-A01:01 with pseudo-sequence HLA-A01:01. The binding affinity (normalized) is 0. (3) The peptide sequence is ITHTNITTL. The MHC is HLA-A02:03 with pseudo-sequence HLA-A02:03. The binding affinity (normalized) is 0.484. (4) The MHC is HLA-A29:02 with pseudo-sequence HLA-A29:02. The binding affinity (normalized) is 0.326. The peptide sequence is QFLGQQQPF. (5) The peptide sequence is CTDPYSQMV. The MHC is HLA-B40:01 with pseudo-sequence HLA-B40:01. The binding affinity (normalized) is 0.0847. (6) The peptide sequence is EDMLTVWNRV. The MHC is HLA-A32:01 with pseudo-sequence HLA-A32:01. The binding affinity (normalized) is 0.120.